Dataset: Full USPTO retrosynthesis dataset with 1.9M reactions from patents (1976-2016). Task: Predict the reactants needed to synthesize the given product. (1) Given the product [F:1][C:2]1[C:11]2[O:10][CH2:9][CH:8]([N+:12]([O-:14])=[O:13])[CH2:7][C:6]=2[C:5]([C:15]([NH2:17])=[O:16])=[CH:4][CH:3]=1, predict the reactants needed to synthesize it. The reactants are: [F:1][C:2]1[C:11]2[O:10][CH2:9][C:8]([N+:12]([O-:14])=[O:13])=[CH:7][C:6]=2[C:5]([C:15]([NH2:17])=[O:16])=[CH:4][CH:3]=1.C(O)(C)C.[BH4-].[Na+]. (2) Given the product [CH3:34][O:33][C:30]1[CH:31]=[CH:32][C:27]([C:26]([NH:1][CH2:2][CH2:3][CH2:4][C:5]([N:7]2[CH2:16][CH2:15][C:14]3[C:9](=[C:10]([N:19]4[CH2:24][CH2:23][N:22]([CH3:25])[CH2:21][CH2:20]4)[CH:11]=[CH:12][C:13]=3[O:17][CH3:18])[CH2:8]2)=[O:6])=[O:35])=[CH:28][CH:29]=1, predict the reactants needed to synthesize it. The reactants are: [NH2:1][CH2:2][CH2:3][CH2:4][C:5]([N:7]1[CH2:16][CH2:15][C:14]2[C:9](=[C:10]([N:19]3[CH2:24][CH2:23][N:22]([CH3:25])[CH2:21][CH2:20]3)[CH:11]=[CH:12][C:13]=2[O:17][CH3:18])[CH2:8]1)=[O:6].[C:26](Cl)(=[O:35])[C:27]1[CH:32]=[CH:31][C:30]([O:33][CH3:34])=[CH:29][CH:28]=1. (3) Given the product [CH2:1]([O:8][C:9](=[O:16])[NH:10][C@H:11]([CH:14]=[O:15])[CH2:12][CH3:13])[C:2]1[CH:7]=[CH:6][CH:5]=[CH:4][CH:3]=1, predict the reactants needed to synthesize it. The reactants are: [CH2:1]([O:8][C:9](=[O:16])[NH:10][C@H:11]([CH2:14][OH:15])[CH2:12][CH3:13])[C:2]1[CH:7]=[CH:6][CH:5]=[CH:4][CH:3]=1.C(N(CC)CC)C.C(O)(=O)CC(CC(O)=O)(C(O)=O)O. (4) Given the product [NH2:37][C:22]1([C:20]([NH:19][CH:11]([C:12]2[CH:13]=[CH:14][C:15]([Cl:18])=[CH:16][CH:17]=2)[CH2:10][CH2:9][NH2:8])=[O:21])[CH2:23][CH2:24][N:25]([C:28]2[C:29]3[CH:36]=[CH:35][NH:34][C:30]=3[N:31]=[CH:32][N:33]=2)[CH2:26][CH2:27]1, predict the reactants needed to synthesize it. The reactants are: FC(F)(F)C(O)=O.[NH2:8][CH2:9][CH2:10][CH:11]([NH:19][C:20]([C:22]1([NH:37]C(=O)OC(C)(C)C)[CH2:27][CH2:26][N:25]([C:28]2[C:29]3[CH:36]=[CH:35][NH:34][C:30]=3[N:31]=[CH:32][N:33]=2)[CH2:24][CH2:23]1)=[O:21])[C:12]1[CH:17]=[CH:16][C:15]([Cl:18])=[CH:14][CH:13]=1. (5) Given the product [NH2:22][C:5]1[C:6]([NH:8][CH:9]2[CH2:14][CH2:13][N:12]([C:15]([O:17][C:18]([CH3:21])([CH3:20])[CH3:19])=[O:16])[CH2:11][CH2:10]2)=[N:7][C:2]([Cl:1])=[N:3][C:4]=1[N:25]1[CH2:26][CH2:27][O:28][CH2:29][CH2:30]1, predict the reactants needed to synthesize it. The reactants are: [Cl:1][C:2]1[N:7]=[C:6]([NH:8][CH:9]2[CH2:14][CH2:13][N:12]([C:15]([O:17][C:18]([CH3:21])([CH3:20])[CH3:19])=[O:16])[CH2:11][CH2:10]2)[C:5]([N+:22]([O-])=O)=[C:4]([N:25]2[CH2:30][CH2:29][O:28][CH2:27][CH2:26]2)[N:3]=1.NN. (6) Given the product [CH3:1][O:2][C:3](=[O:13])[C@@H:4]1[C:8]([CH3:10])([CH3:9])[C:7]([F:12])([F:11])[CH2:6][N:5]1[CH2:28][C:25]1[CH:26]=[CH:27][CH:22]=[CH:23][CH:24]=1, predict the reactants needed to synthesize it. The reactants are: [CH3:1][O:2][C:3](=[O:13])[C@@H:4]1[C:8]([CH3:10])([CH3:9])[C:7]([F:12])([F:11])[CH2:6][NH:5]1.C([O-])([O-])=O.[K+].[K+].CO.[CH:22]1[CH:27]=[CH:26][C:25]([CH2:28]Br)=[CH:24][CH:23]=1. (7) Given the product [NH2:1][C:2]1[C:10]([CH3:11])=[CH:9][CH:8]=[CH:7][C:3]=1[C:4]([O:6][CH3:13])=[O:5], predict the reactants needed to synthesize it. The reactants are: [NH2:1][C:2]1[C:10]([CH3:11])=[CH:9][CH:8]=[CH:7][C:3]=1[C:4]([OH:6])=[O:5].I[CH3:13]. (8) Given the product [CH2:8]([NH:15][CH:4]1[CH2:5][CH2:6][O:1][CH2:2][CH2:3]1)[C:9]1[CH:14]=[CH:13][CH:12]=[CH:11][CH:10]=1, predict the reactants needed to synthesize it. The reactants are: [O:1]1[CH2:6][CH2:5][C:4](=O)[CH2:3][CH2:2]1.[CH2:8]([NH2:15])[C:9]1[CH:14]=[CH:13][CH:12]=[CH:11][CH:10]=1.